This data is from Reaction yield outcomes from USPTO patents with 853,638 reactions. The task is: Predict the reaction yield, written as a fraction of the theoretical maximum amount of product (1.0 means a 100% yield; for example, 0.34 means a 34% yield). (1) The reactants are [CH3:1][C:2]([CH3:22])([CH3:21])[C:3]#[C:4][C:5]1[CH:10]=[C:9]([N+:11]([O-:13])=[O:12])[CH:8]=[C:7]([F:14])[C:6]=1[NH:15]C(=O)CCC.CC([O-])(C)C.[K+].O. The catalyst is CN(C=O)C. The product is [C:2]([C:3]1[NH:15][C:6]2[C:5]([CH:4]=1)=[CH:10][C:9]([N+:11]([O-:13])=[O:12])=[CH:8][C:7]=2[F:14])([CH3:22])([CH3:21])[CH3:1]. The yield is 0.810. (2) The reactants are [OH-].[Na+].Cl.Cl.[NH2:5][CH2:6][CH2:7][O:8][CH2:9][CH2:10][NH2:11].[CH3:12][C:13]([O:16][C:17](O[C:17]([O:16][C:13]([CH3:15])([CH3:14])[CH3:12])=[O:18])=[O:18])([CH3:15])[CH3:14]. The catalyst is CO.C1COCC1. The product is [NH2:5][CH2:6][CH2:7][O:8][CH2:9][CH2:10][NH:11][C:17](=[O:18])[O:16][C:13]([CH3:15])([CH3:14])[CH3:12]. The yield is 0.740. (3) The reactants are [C:1]([C:3]1[CH:4]=[C:5]([N:10]([CH2:15][C:16]2[CH:21]=[CH:20][C:19](I)=[CH:18][CH:17]=2)[C:11](=[O:14])[CH2:12][CH3:13])[CH:6]=[C:7]([F:9])[CH:8]=1)#[N:2].[N:23]1[CH:28]=[CH:27][C:26](B(O)O)=[CH:25][CH:24]=1. No catalyst specified. The product is [C:1]([C:3]1[CH:4]=[C:5]([N:10]([CH2:15][C:16]2[CH:21]=[CH:20][C:19]([C:26]3[CH:27]=[CH:28][N:23]=[CH:24][CH:25]=3)=[CH:18][CH:17]=2)[C:11](=[O:14])[CH2:12][CH3:13])[CH:6]=[C:7]([F:9])[CH:8]=1)#[N:2]. The yield is 1.00.